Predict the reaction yield, written as a fraction of the theoretical maximum amount of product (1.0 means a 100% yield; for example, 0.34 means a 34% yield). From a dataset of Reaction yield outcomes from USPTO patents with 853,638 reactions. (1) The reactants are [CH3:1][N:2]1[C:6]([C:7]2[CH:8]=[C:9]([NH2:22])[CH:10]=[CH:11][C:12]=2[O:13][CH2:14][CH2:15][N:16]2[CH2:21][CH2:20][O:19][CH2:18][CH2:17]2)=[CH:5][CH:4]=[N:3]1.[CH3:23][O:24][C:25]1[CH:26]=[C:27]([CH:31]=[CH:32][CH:33]=1)[C:28](Cl)=[O:29].C(N(CC)CC)C. The catalyst is C1COCC1. The product is [CH3:23][O:24][C:25]1[CH:26]=[C:27]([CH:31]=[CH:32][CH:33]=1)[C:28]([NH:22][C:9]1[CH:10]=[CH:11][C:12]([O:13][CH2:14][CH2:15][N:16]2[CH2:21][CH2:20][O:19][CH2:18][CH2:17]2)=[C:7]([C:6]2[N:2]([CH3:1])[N:3]=[CH:4][CH:5]=2)[CH:8]=1)=[O:29]. The yield is 0.510. (2) The product is [Si:3]([O:10][C@@H:11]1[C@H:15]([CH2:16][O:17][Si:18]([C:21]([CH3:24])([CH3:23])[CH3:22])([CH3:19])[CH3:20])[CH2:14][C@@H:13]([O:25][C:31]2[C:32]([F:33])=[C:27]([Cl:26])[N:28]=[CH:29][N:30]=2)[CH2:12]1)([C:6]([CH3:9])([CH3:8])[CH3:7])([CH3:5])[CH3:4]. The reactants are [H-].[Na+].[Si:3]([O:10][C@@H:11]1[C@H:15]([CH2:16][O:17][Si:18]([C:21]([CH3:24])([CH3:23])[CH3:22])([CH3:20])[CH3:19])[CH2:14][C@@H:13]([OH:25])[CH2:12]1)([C:6]([CH3:9])([CH3:8])[CH3:7])([CH3:5])[CH3:4].[Cl:26][C:27]1[C:32]([F:33])=[C:31](Cl)[N:30]=[CH:29][N:28]=1. The yield is 0.790. The catalyst is C1COCC1.